Task: Predict the product of the given reaction.. Dataset: Forward reaction prediction with 1.9M reactions from USPTO patents (1976-2016) (1) Given the reactants [C:1]([N:4]1[CH2:9][CH2:8][CH:7]([N:10]([C@H:22]2[CH2:27][CH2:26][C@H:25]([CH3:28])[CH2:24][CH2:23]2)[C:11]([NH:13][C:14]2[S:15][C:16]([S:19]C#N)=[CH:17][N:18]=2)=[O:12])[CH2:6][CH2:5]1)(=[O:3])[CH3:2].SC[C@@H]([C@@H](CS)O)O.Cl[CH2:38][CH2:39][N:40]1[CH2:45][CH2:44][O:43][CH2:42][CH2:41]1, predict the reaction product. The product is: [C:1]([N:4]1[CH2:9][CH2:8][CH:7]([N:10]([C@H:22]2[CH2:23][CH2:24][C@H:25]([CH3:28])[CH2:26][CH2:27]2)[C:11]([NH:13][C:14]2[S:15][C:16]([S:19][CH2:38][CH2:39][N:40]3[CH2:45][CH2:44][O:43][CH2:42][CH2:41]3)=[CH:17][N:18]=2)=[O:12])[CH2:6][CH2:5]1)(=[O:3])[CH3:2]. (2) Given the reactants [CH2:1]([NH2:3])[CH3:2].[CH2:4]1[CH2:10][S:7](=[O:9])(=[O:8])[O:6][CH2:5]1, predict the reaction product. The product is: [CH2:1]([NH:3][CH2:5][CH2:4][CH2:10][S:7]([OH:9])(=[O:8])=[O:6])[CH3:2]. (3) Given the reactants [CH3:1][C:2]1[N:11]([CH3:12])[C:10](=[O:13])[C:9]2[C:4](=[CH:5][CH:6]=[CH:7][CH:8]=2)[N:3]=1.[F:14][C:15]1[CH:22]=[CH:21][CH:20]=[CH:19][C:16]=1[CH:17]=O, predict the reaction product. The product is: [F:14][C:15]1[CH:22]=[CH:21][CH:20]=[CH:19][C:16]=1[CH:17]=[CH:1][C:2]1[N:11]([CH3:12])[C:10](=[O:13])[C:9]2[C:4](=[CH:5][CH:6]=[CH:7][CH:8]=2)[N:3]=1. (4) Given the reactants [C:1]1([C:7]2[N:8]=[CH:9][C:10]([N:19]([CH2:21][CH:22]3[CH2:31][CH2:30][C:29]4[C:24](=[CH:25][CH:26]=[CH:27][C:28]=4[OH:32])[CH2:23]3)[CH3:20])=[N:11][C:12]=2[C:13]2[CH:18]=[CH:17][CH:16]=[CH:15][CH:14]=2)[CH:6]=[CH:5][CH:4]=[CH:3][CH:2]=1.Br[CH2:34][C:35]([O:37][C:38]([CH3:41])([CH3:40])[CH3:39])=[O:36].[I-].[K+].C(=O)([O-])[O-].[K+].[K+], predict the reaction product. The product is: [C:38]([O:37][C:35]([CH2:34][O:32][C:28]1[CH:27]=[CH:26][CH:25]=[C:24]2[C:29]=1[CH2:30][CH2:31][CH:22]([CH2:21][N:19]([C:10]1[CH:9]=[N:8][C:7]([C:1]3[CH:2]=[CH:3][CH:4]=[CH:5][CH:6]=3)=[C:12]([C:13]3[CH:18]=[CH:17][CH:16]=[CH:15][CH:14]=3)[N:11]=1)[CH3:20])[CH2:23]2)=[O:36])([CH3:41])([CH3:40])[CH3:39]. (5) Given the reactants [C:1]([O:4][CH:5](P(OCC)(OCC)=O)[C:6]([O:8][CH2:9][CH3:10])=[O:7])(=[O:3])[CH3:2].[Li+].[Cl-].CN(C)C(N(C)C)=N.[CH3:29][Si:30]([CH3:61])([CH3:60])[CH2:31][CH2:32][O:33][CH2:34][N:35]([CH2:52][O:53][CH2:54][CH2:55][Si:56]([CH3:59])([CH3:58])[CH3:57])[C:36]1[N:41]2[N:42]=[CH:43][CH:44]=[C:40]2[N:39]=[C:38]([CH:45]2[CH2:50][CH2:49][C:48](=O)[CH2:47][CH2:46]2)[CH:37]=1, predict the reaction product. The product is: [C:1]([O:4][C:5](=[C:48]1[CH2:49][CH2:50][CH:45]([C:38]2[CH:37]=[C:36]([N:35]([CH2:52][O:53][CH2:54][CH2:55][Si:56]([CH3:59])([CH3:58])[CH3:57])[CH2:34][O:33][CH2:32][CH2:31][Si:30]([CH3:61])([CH3:29])[CH3:60])[N:41]3[N:42]=[CH:43][CH:44]=[C:40]3[N:39]=2)[CH2:46][CH2:47]1)[C:6]([O:8][CH2:9][CH3:10])=[O:7])(=[O:3])[CH3:2]. (6) Given the reactants [Br-].C(CCCC[P+](C1C=CC=CC=1)(C1C=CC=CC=1)C1C=CC=CC=1)(O)=O.[Li].FC1C=C(C=CC=1)C=O.C([CH:40]([CH2:44][CH2:45][CH:46]=[CH:47][C:48]1[CH:53]=[CH:52][CH:51]=[C:50]([F:54])[CH:49]=1)[C:41]([OH:43])=[O:42])C.[H][H], predict the reaction product. The product is: [F:54][C:50]1[CH:49]=[C:48]([CH2:47][CH2:46][CH2:45][CH2:44][CH2:40][C:41]([OH:43])=[O:42])[CH:53]=[CH:52][CH:51]=1. (7) Given the reactants [F:1][C:2]1[CH:3]=[C:4]([C:29]2[C:30]([C:35]#[N:36])=[CH:31][CH:32]=[CH:33][CH:34]=2)[CH:5]=[CH:6][C:7]=1[CH2:8][C:9]1[C:10](=[O:28])[N:11]([CH:21]2[CH2:26][CH2:25][C:24](=[O:27])[CH2:23][CH2:22]2)[C:12]2[N:13]([N:18]=[CH:19][N:20]=2)[C:14]=1[CH2:15][CH2:16][CH3:17].[O:37]1[CH2:41][CH:40](O)[CH:39]([OH:43])[CH2:38]1, predict the reaction product. The product is: [F:1][C:2]1[CH:3]=[C:4]([C:29]2[C:30]([C:35]#[N:36])=[CH:31][CH:32]=[CH:33][CH:34]=2)[CH:5]=[CH:6][C:7]=1[CH2:8][C:9]1[C:10](=[O:28])[N:11]([CH:21]2[CH2:22][CH2:23][C:24]3([O:43][C@H:39]4[CH2:38][O:37][CH2:41][C@H:40]4[O:27]3)[CH2:25][CH2:26]2)[C:12]2[N:13]([N:18]=[CH:19][N:20]=2)[C:14]=1[CH2:15][CH2:16][CH3:17]. (8) Given the reactants C(OC([CH2:8][NH:9][C:10]1[CH:15]=[CH:14][N:13]=[C:12]([C:16]2[CH:21]=[CH:20][C:19]([CH2:22][CH2:23][C:24]([O:26][CH2:27][CH3:28])=[O:25])=[CH:18][CH:17]=2)[CH:11]=1)=O)(C)(C)C.FC(F)(F)C(O)=O.C(=O)([O-])O.[Na+], predict the reaction product. The product is: [CH3:8][NH:9][C:10]1[CH:15]=[CH:14][N:13]=[C:12]([C:16]2[CH:17]=[CH:18][C:19]([CH2:22][CH2:23][C:24]([O:26][CH2:27][CH3:28])=[O:25])=[CH:20][CH:21]=2)[CH:11]=1.